From a dataset of Reaction yield outcomes from USPTO patents with 853,638 reactions. Predict the reaction yield, written as a fraction of the theoretical maximum amount of product (1.0 means a 100% yield; for example, 0.34 means a 34% yield). (1) The catalyst is CCO.C(Cl)Cl.CO. The yield is 0.373. The reactants are [NH2:1][C:2]1[CH:3]=[CH:4][C:5]2[N:10]([CH2:11][CH2:12][N:13]([CH3:22])[CH2:14][C:15]([O:17][C:18]([CH3:21])([CH3:20])[CH3:19])=[O:16])[CH2:9][CH2:8][S:7][C:6]=2[CH:23]=1.I.[S:25]1[CH:29]=[CH:28][CH:27]=[C:26]1[C:30](SC)=[NH:31].N. The product is [CH3:22][N:13]([CH2:12][CH2:11][N:10]1[CH2:9][CH2:8][S:7][C:6]2[CH:23]=[C:2]([NH:1][C:30]([C:26]3[S:25][CH:29]=[CH:28][CH:27]=3)=[NH:31])[CH:3]=[CH:4][C:5]1=2)[CH2:14][C:15]([O:17][C:18]([CH3:19])([CH3:20])[CH3:21])=[O:16]. (2) The catalyst is CCCCCC. The yield is 0.850. The product is [F:25][C:2]([F:1])([F:26])[C:3]1[CH:4]=[CH:5][C:6]([O:9][CH2:10][CH2:11][CH2:12][O:13][NH2:14])=[N:7][CH:8]=1. The reactants are [F:1][C:2]([F:26])([F:25])[C:3]1[CH:4]=[CH:5][C:6]([O:9][CH2:10][CH2:11][CH2:12][O:13][N:14]2C(=O)C3=CC=CC=C3C2=O)=[N:7][CH:8]=1.C(Cl)(Cl)Cl.O.NN.C(O)(C)C. (3) The reactants are [CH2:1]([S:8][CH2:9][CH2:10][CH2:11][CH2:12][C:13]([C:15]1[O:16][C:17]([C:20]2[CH:25]=[CH:24][CH:23]=[CH:22][N:21]=2)=[CH:18][N:19]=1)=[O:14])[C:2]1[CH:7]=[CH:6][CH:5]=[CH:4][CH:3]=1.C1C=C(Cl)C=C(C(OO)=[O:34])C=1. No catalyst specified. The product is [CH2:1]([S:8]([CH2:9][CH2:10][CH2:11][CH2:12][C:13]([C:15]1[O:16][C:17]([C:20]2[CH:25]=[CH:24][CH:23]=[CH:22][N:21]=2)=[CH:18][N:19]=1)=[O:14])=[O:34])[C:2]1[CH:7]=[CH:6][CH:5]=[CH:4][CH:3]=1. The yield is 0.450. (4) The reactants are [CH3:1][O:2][C:3](=[O:36])[C@@H:4]([NH:14][C:15]([C:17]1[C:18]([CH3:35])=[N:19][C:20]([NH:24][CH2:25]/[CH:26]=[CH:27]/[C:28]2[CH:33]=[CH:32][CH:31]=[C:30]([OH:34])[CH:29]=2)=[N:21][C:22]=1[CH3:23])=[O:16])[CH2:5][NH:6][C:7](OC(C)(C)C)=[O:8].C(O)(C(F)(F)F)=O.[S:44]1[CH:48]=[CH:47][CH:46]=[C:45]1C(O)=O.CN(C(ON1N=NC2C=CC=CC1=2)=[N+](C)C)C.F[P-](F)(F)(F)(F)F.C1C=CC2N(O)N=NC=2C=1. The catalyst is C(Cl)Cl. The product is [CH3:1][O:2][C:3](=[O:36])[C@@H:4]([NH:14][C:15]([C:17]1[C:22]([CH3:23])=[N:21][C:20]([NH:24][CH2:25]/[CH:26]=[CH:27]/[C:28]2[CH:33]=[CH:32][CH:31]=[C:30]([OH:34])[CH:29]=2)=[N:19][C:18]=1[CH3:35])=[O:16])[CH2:5][NH:6][C:7]([C:45]1[S:44][CH:48]=[CH:47][CH:46]=1)=[O:8]. The yield is 0.240. (5) The reactants are Br[C:2]1[CH:3]=[C:4]2[C:10]([C:11]3[CH:16]=[CH:15][CH:14]=[CH:13][C:12]=3[O:17][CH3:18])=[CH:9][N:8]([S:19]([C:22]3[CH:27]=[CH:26][C:25]([CH3:28])=[CH:24][CH:23]=3)(=[O:21])=[O:20])[C:5]2=[N:6][CH:7]=1.[B:29]1([B:29]2[O:33][C:32]([CH3:35])([CH3:34])[C:31]([CH3:37])([CH3:36])[O:30]2)[O:33][C:32]([CH3:35])([CH3:34])[C:31]([CH3:37])([CH3:36])[O:30]1.C([O-])(=O)C.[Na+].CN(C=O)C. The catalyst is CCOC(C)=O. The product is [CH3:18][O:17][C:12]1[CH:13]=[CH:14][CH:15]=[CH:16][C:11]=1[C:10]1[C:4]2[C:5](=[N:6][CH:7]=[C:2]([B:29]3[O:33][C:32]([CH3:35])([CH3:34])[C:31]([CH3:37])([CH3:36])[O:30]3)[CH:3]=2)[N:8]([S:19]([C:22]2[CH:27]=[CH:26][C:25]([CH3:28])=[CH:24][CH:23]=2)(=[O:21])=[O:20])[CH:9]=1. The yield is 0.810.